From a dataset of Catalyst prediction with 721,799 reactions and 888 catalyst types from USPTO. Predict which catalyst facilitates the given reaction. (1) Reactant: [BH4-].[Na+].[CH3:3][C@@:4]12[C:23]([C:24]3[CH:25]=[N:26][CH:27]=[CH:28][CH:29]=3)=[CH:22][CH2:21][C@H:5]1[C@H:6]1[C@H:11]([CH2:12][CH2:13]2)[C@:10]([CH2:15][CH2:16][C:17]([OH:19])=[O:18])([CH3:14])[C:9](=O)[CH2:8][CH2:7]1. Product: [CH3:14][C@@:10]12[C@H:11]3[CH2:12][CH2:13][C@@:4]4([CH3:3])[C@H:5]([C@@H:6]3[CH2:7][CH2:8][CH:9]1[O:18][C:17](=[O:19])[CH2:16][CH2:15]2)[CH2:21][CH:22]=[C:23]4[C:24]1[CH:25]=[N:26][CH:27]=[CH:28][CH:29]=1. The catalyst class is: 5. (2) Reactant: [O:1]=[C:2]1[C:11]2[N:12]=[CH:13][S:14][C:10]=2[C:9]2[CH:8]=[CH:7][C:6]([C:15]([O:17]C)=[O:16])=[CH:5][C:4]=2[NH:3]1.[Li+].[OH-].C1COCC1.[OH-].[Na+]. Product: [O:1]=[C:2]1[C:11]2[N:12]=[CH:13][S:14][C:10]=2[C:9]2[CH:8]=[CH:7][C:6]([C:15]([OH:17])=[O:16])=[CH:5][C:4]=2[NH:3]1. The catalyst class is: 72. (3) Reactant: [C:1]([OH:10])(=[O:9])[C@@H:2]([C@H:4]([C:6]([OH:8])=[O:7])[OH:5])[OH:3].[Cl:11][C:12]1[CH:30]=[C:29]([Cl:31])[CH:28]=[CH:27][C:13]=1[CH2:14][N:15]([CH2:22][C:23]1([F:26])[CH2:25][CH2:24]1)[CH:16]1[CH2:21][CH2:20][NH:19][CH2:18][CH2:17]1. Product: [C:6]([CH:4]([CH:2]([C:1]([OH:10])=[O:9])[OH:3])[OH:5])([OH:8])=[O:7].[Cl:11][C:12]1[CH:30]=[C:29]([Cl:31])[CH:28]=[CH:27][C:13]=1[CH2:14][N:15]([CH2:22][C:23]1([F:26])[CH2:24][CH2:25]1)[CH:16]1[CH2:17][CH2:18][NH:19][CH2:20][CH2:21]1. The catalyst class is: 5. (4) Reactant: [C:1]([OH:9])(=O)[C:2]1[CH:7]=[CH:6][N:5]=[CH:4][CH:3]=1.C(Cl)CCl.C1C=CC2N(O)N=NC=2C=1.[NH2:24][C:25]([CH3:40])([CH3:39])[CH2:26][O:27][C:28]1[CH:35]=[CH:34][CH:33]=[C:32]([N+:36]([O-:38])=[O:37])[C:29]=1[C:30]#[N:31]. Product: [C:30]([C:29]1[C:32]([N+:36]([O-:38])=[O:37])=[CH:33][CH:34]=[CH:35][C:28]=1[O:27][CH2:26][C:25]([NH:24][C:1](=[O:9])[C:2]1[CH:3]=[CH:4][N:5]=[CH:6][CH:7]=1)([CH3:40])[CH3:39])#[N:31]. The catalyst class is: 59. (5) Reactant: [CH3:1][N:2]([CH3:6])[CH2:3][CH2:4][NH2:5].[Cl:7][C:8]1[S:12][C:11]([S:13](Cl)(=[O:15])=[O:14])=[CH:10][C:9]=1[N+:17]([O-:19])=[O:18].C(N(CC)CC)C. Product: [CH3:1][N:2]([CH3:6])[CH2:3][CH2:4][NH:5][S:13]([C:11]1[S:12][C:8]([Cl:7])=[C:9]([N+:17]([O-:19])=[O:18])[CH:10]=1)(=[O:15])=[O:14]. The catalyst class is: 12.